From a dataset of Reaction yield outcomes from USPTO patents with 853,638 reactions. Predict the reaction yield, written as a fraction of the theoretical maximum amount of product (1.0 means a 100% yield; for example, 0.34 means a 34% yield). (1) The reactants are [NH2:1][CH2:2][CH2:3][N:4]1[CH2:9][CH2:8][NH:7][CH2:6][CH2:5]1.C(O)CO.[F:14][C:15]([F:20])([F:19])[C:16]([OH:18])=[O:17]. The catalyst is C(#N)C. The product is [F:14][C:15]([F:20])([F:19])[C:16]([O-:18])=[O:17].[NH2:1][CH2:2][CH2:3][NH+:4]1[CH2:9][CH2:8][NH:7][CH2:6][CH2:5]1. The yield is 0.860. (2) The reactants are [C:1]1([CH:7]2[CH2:12][CH2:11][CH2:10][CH2:9][C:8]2=O)[CH:6]=[CH:5][CH:4]=[CH:3][CH:2]=1.[CH3:14][C@@H:15]1[CH2:20][NH:19][CH2:18][CH2:17][NH:16]1.[BH4-].[Na+]. The catalyst is CC(C)[O-].[Ti+4].CC(C)[O-].CC(C)[O-].CC(C)[O-].CO. The product is [CH3:14][C@H:15]1[NH:16][CH2:17][CH2:18][N:19]([CH:8]2[CH2:9][CH2:10][CH2:11][CH2:12][CH:7]2[C:1]2[CH:2]=[CH:3][CH:4]=[CH:5][CH:6]=2)[CH2:20]1. The yield is 0.705. (3) The reactants are [F:1][C:2]1[CH:3]=[CH:4][C:5]2[N:6]([CH:8]=[C:9]([C:11]([NH:13][C@H:14]3[CH2:19][CH2:18][C@@H:17]([N:20]4[C:25](=[O:26])[C:24]5[CH:27]=[C:28]([F:31])[CH:29]=[N:30][C:23]=5[N:22]([C:32]5[CH:33]=[C:34]([C:38]6[CH:43]=[CH:42][C:41](C=O)=[CH:40][CH:39]=6)[CH:35]=[CH:36][CH:37]=5)[C:21]4=[O:46])[CH2:16][CH2:15]3)=[O:12])[N:10]=2)[CH:7]=1.[NH2:47][CH:48]([CH3:51])[CH2:49][OH:50].[C:52](O[BH-](OC(=O)C)OC(=O)C)(=O)C.[Na+]. The catalyst is ClCCCl.ClCCl. The product is [F:1][C:2]1[CH:3]=[CH:4][C:5]2[N:6]([CH:8]=[C:9]([C:11]([NH:13][C@H:14]3[CH2:19][CH2:18][C@@H:17]([N:20]4[C:25](=[O:26])[C:24]5[CH:27]=[C:28]([F:31])[CH:29]=[N:30][C:23]=5[N:22]([C:32]5[CH:33]=[C:34]([C:38]6[CH:43]=[CH:42][C:41]([CH2:52][NH:47][C@H:48]([CH3:51])[CH2:49][OH:50])=[CH:40][CH:39]=6)[CH:35]=[CH:36][CH:37]=5)[C:21]4=[O:46])[CH2:16][CH2:15]3)=[O:12])[N:10]=2)[CH:7]=1. The yield is 0.170. (4) The reactants are [Cl:1][C:2]1[CH:3]=[C:4]([CH:8]([OH:29])[CH2:9][NH:10][CH2:11][CH2:12][NH:13][C:14]2[CH:15]=[C:16]([C:20]3[CH:25]=[CH:24][CH:23]=[C:22]([C:26]([OH:28])=[O:27])[CH:21]=3)[CH:17]=[CH:18][CH:19]=2)[CH:5]=[CH:6][CH:7]=1.O.[OH-].[Li+].COC(C1C=C(C2C=CC=C(NCCNC[C@@H](C3C=CC=C(Cl)C=3)O)C=2)C=CC=1)=O.Cl. The catalyst is O.C(O)C. The product is [Cl:1][C:2]1[CH:3]=[C:4]([C@@H:8]([OH:29])[CH2:9][NH:10][CH2:11][CH2:12][NH:13][C:14]2[CH:15]=[C:16]([C:20]3[CH:25]=[CH:24][CH:23]=[C:22]([C:26]([OH:28])=[O:27])[CH:21]=3)[CH:17]=[CH:18][CH:19]=2)[CH:5]=[CH:6][CH:7]=1. The yield is 0.414. (5) The reactants are [CH:1]1([N:6]([CH3:33])[S:7]([C:10]2[CH:11]=[CH:12][C:13]([N:16]3[C:20](=[O:21])[C:19]([CH:22]([C:27]4[CH:32]=[CH:31][CH:30]=[CH:29][CH:28]=4)[CH2:23][C:24]([O-:26])=O)=[CH:18][NH:17]3)=[N:14][CH:15]=2)(=[O:9])=[O:8])[CH2:5][CH2:4][CH2:3][CH2:2]1.CCN(C(C)C)C(C)C.[F:43][C:44]([F:48])([F:47])[CH2:45][NH2:46].CN(C(ON1N=NC2C=CC=CC1=2)=[N+](C)C)C.[B-](F)(F)(F)F. The catalyst is C(Cl)Cl. The product is [CH:1]1([N:6]([CH3:33])[S:7]([C:10]2[CH:11]=[CH:12][C:13]([N:16]3[C:20](=[O:21])[C:19]([CH:22]([C:27]4[CH:28]=[CH:29][CH:30]=[CH:31][CH:32]=4)[CH2:23][C:24]([NH:46][CH2:45][C:44]([F:48])([F:47])[F:43])=[O:26])=[CH:18][NH:17]3)=[N:14][CH:15]=2)(=[O:9])=[O:8])[CH2:2][CH2:3][CH2:4][CH2:5]1. The yield is 0.140.